Regression. Given two drug SMILES strings and cell line genomic features, predict the synergy score measuring deviation from expected non-interaction effect. From a dataset of NCI-60 drug combinations with 297,098 pairs across 59 cell lines. (1) Drug 1: CN(C)N=NC1=C(NC=N1)C(=O)N. Drug 2: CC1=C2C(C(=O)C3(C(CC4C(C3C(C(C2(C)C)(CC1OC(=O)C(C(C5=CC=CC=C5)NC(=O)C6=CC=CC=C6)O)O)OC(=O)C7=CC=CC=C7)(CO4)OC(=O)C)O)C)OC(=O)C. Cell line: RPMI-8226. Synergy scores: CSS=54.0, Synergy_ZIP=4.83, Synergy_Bliss=3.22, Synergy_Loewe=-30.6, Synergy_HSA=-0.0547. (2) Drug 1: C1CCC(CC1)NC(=O)N(CCCl)N=O. Drug 2: C1=C(C(=O)NC(=O)N1)N(CCCl)CCCl. Cell line: DU-145. Synergy scores: CSS=3.88, Synergy_ZIP=-11.1, Synergy_Bliss=-4.68, Synergy_Loewe=-12.1, Synergy_HSA=-5.60. (3) Drug 1: C1CCN(CC1)CCOC2=CC=C(C=C2)C(=O)C3=C(SC4=C3C=CC(=C4)O)C5=CC=C(C=C5)O. Drug 2: C(CCl)NC(=O)N(CCCl)N=O. Cell line: IGROV1. Synergy scores: CSS=0.341, Synergy_ZIP=-0.174, Synergy_Bliss=1.44, Synergy_Loewe=-0.753, Synergy_HSA=-0.505. (4) Drug 1: C1=CC(=C2C(=C1NCCNCCO)C(=O)C3=C(C=CC(=C3C2=O)O)O)NCCNCCO. Drug 2: CC=C1C(=O)NC(C(=O)OC2CC(=O)NC(C(=O)NC(CSSCCC=C2)C(=O)N1)C(C)C)C(C)C. Cell line: EKVX. Synergy scores: CSS=67.7, Synergy_ZIP=22.1, Synergy_Bliss=21.9, Synergy_Loewe=18.0, Synergy_HSA=25.3. (5) Drug 2: C(CCl)NC(=O)N(CCCl)N=O. Cell line: OVCAR-5. Drug 1: CC12CCC3C(C1CCC2=O)CC(=C)C4=CC(=O)C=CC34C. Synergy scores: CSS=14.4, Synergy_ZIP=0.587, Synergy_Bliss=0.630, Synergy_Loewe=-0.432, Synergy_HSA=-0.704. (6) Drug 1: CC(CN1CC(=O)NC(=O)C1)N2CC(=O)NC(=O)C2. Drug 2: C1CN(CCN1C(=O)CCBr)C(=O)CCBr. Cell line: COLO 205. Synergy scores: CSS=39.0, Synergy_ZIP=-8.42, Synergy_Bliss=-0.579, Synergy_Loewe=-11.4, Synergy_HSA=0.144. (7) Drug 1: CC1C(C(CC(O1)OC2CC(CC3=C2C(=C4C(=C3O)C(=O)C5=C(C4=O)C(=CC=C5)OC)O)(C(=O)CO)O)N)O.Cl. Drug 2: C1CC(=O)NC(=O)C1N2CC3=C(C2=O)C=CC=C3N. Cell line: HCC-2998. Synergy scores: CSS=-12.0, Synergy_ZIP=7.50, Synergy_Bliss=-4.21, Synergy_Loewe=-21.4, Synergy_HSA=-19.2. (8) Drug 1: CC(CN1CC(=O)NC(=O)C1)N2CC(=O)NC(=O)C2. Drug 2: C1=CN(C=N1)CC(O)(P(=O)(O)O)P(=O)(O)O. Cell line: SNB-19. Synergy scores: CSS=6.01, Synergy_ZIP=-3.93, Synergy_Bliss=-4.61, Synergy_Loewe=-5.89, Synergy_HSA=-5.57. (9) Drug 1: CC1=C(C(CCC1)(C)C)C=CC(=CC=CC(=CC(=O)O)C)C. Drug 2: C1CC(=O)NC(=O)C1N2C(=O)C3=CC=CC=C3C2=O. Cell line: EKVX. Synergy scores: CSS=9.45, Synergy_ZIP=-1.06, Synergy_Bliss=1.83, Synergy_Loewe=-29.4, Synergy_HSA=1.26.